This data is from Forward reaction prediction with 1.9M reactions from USPTO patents (1976-2016). The task is: Predict the product of the given reaction. (1) Given the reactants [CH:1]1([C@@:6]([OH:16])([C:10]2[CH:15]=[CH:14][CH:13]=[CH:12][CH:11]=2)[C:7]([OH:9])=[O:8])[CH2:5][CH2:4][CH2:3][CH2:2]1.[CH2:17]([N:19]1[CH2:23][CH2:22][CH:21](O)[CH2:20]1)[CH3:18].O, predict the reaction product. The product is: [CH2:17]([N:19]1[CH2:23][CH2:22][CH:21]([O:8][C:7](=[O:9])[C@:6]([CH:1]2[CH2:5][CH2:4][CH2:3][CH2:2]2)([OH:16])[C:10]2[CH:11]=[CH:12][CH:13]=[CH:14][CH:15]=2)[CH2:20]1)[CH3:18]. (2) Given the reactants CN(C)CCNC.[CH3:8][N:9]1[C:13]2[CH:14]=[CH:15][C:16]([C:18](=[O:20])[CH3:19])=[CH:17][C:12]=2[N:11]=[C:10]1[CH2:21][N:22]1[CH2:27][CH2:26][N:25]([CH3:28])[CH2:24][CH2:23]1.[C:29]([OH:35])([C:31]([F:34])([F:33])[F:32])=[O:30], predict the reaction product. The product is: [CH3:28][N:25]([CH3:26])[CH2:24][CH2:23][N:22]([CH2:21][C:10]1[N:9]([CH3:8])[C:13]2[CH:14]=[CH:15][C:16]([C:18](=[O:20])[CH3:19])=[CH:17][C:12]=2[N:11]=1)[CH3:27].[C:29]([OH:35])([C:31]([F:34])([F:33])[F:32])=[O:30]. (3) Given the reactants C([O:3][C:4]([C:6]1[NH:7][C:8]2[C:13]([CH:14]=1)=[C:12]([O:15][CH:16]([CH3:20])[CH:17]([CH3:19])[CH3:18])[CH:11]=[CH:10][CH:9]=2)=[O:5])C.[OH-].[K+].CCO, predict the reaction product. The product is: [CH3:20][CH:16]([O:15][C:12]1[CH:11]=[CH:10][CH:9]=[C:8]2[C:13]=1[CH:14]=[C:6]([C:4]([OH:5])=[O:3])[NH:7]2)[CH:17]([CH3:18])[CH3:19]. (4) The product is: [N:24]([CH2:27][CH2:28][NH:1][C:2]1[CH:3]=[C:4]2[C:9](=[C:10]([Cl:12])[CH:11]=1)[N:8]=[CH:7][C:6]([C:13]#[N:14])=[C:5]2[NH:15][C:16]1[CH:21]=[CH:20][C:19]([F:22])=[C:18]([Cl:23])[CH:17]=1)=[N+:25]=[N-:26]. Given the reactants [NH2:1][C:2]1[CH:3]=[C:4]2[C:9](=[C:10]([Cl:12])[CH:11]=1)[N:8]=[CH:7][C:6]([C:13]#[N:14])=[C:5]2[NH:15][C:16]1[CH:21]=[CH:20][C:19]([F:22])=[C:18]([Cl:23])[CH:17]=1.[N:24]([CH2:27][CH:28]=O)=[N+:25]=[N-:26].[BH3-]C#N.[Na+], predict the reaction product. (5) Given the reactants [F:1][C:2]1[CH:7]=[CH:6][CH:5]=[C:4]([N+:8]([O-])=O)[C:3]=1[O:11][CH3:12], predict the reaction product. The product is: [F:1][C:2]1[C:3]([O:11][CH3:12])=[C:4]([NH2:8])[CH:5]=[CH:6][CH:7]=1. (6) Given the reactants [CH3:1][CH:2]1[CH2:8][N:7]([C:9]([O:11][C:12]([CH3:15])([CH3:14])[CH3:13])=[O:10])[CH2:6][C:5]2[S:16][CH:17]=[C:18]([CH:19]([CH3:21])[CH3:20])[C:4]=2[O:3]1.[Br:22]N1C(=O)CCC1=O.S([O-])([O-])(=O)=S.[Na+].[Na+], predict the reaction product. The product is: [Br:22][C:17]1[S:16][C:5]2[CH2:6][N:7]([C:9]([O:11][C:12]([CH3:15])([CH3:13])[CH3:14])=[O:10])[CH2:8][CH:2]([CH3:1])[O:3][C:4]=2[C:18]=1[CH:19]([CH3:21])[CH3:20]. (7) The product is: [NH2:1][C:4]1[CH:5]=[C:6]([C:12]2[O:13][C:14]3[CH:20]=[CH:19][C:18]([C:21]4[CH:22]=[CH:23][CH:24]=[CH:25][CH:26]=4)=[CH:17][C:15]=3[N:16]=2)[C:7]([O:10][CH3:11])=[CH:8][CH:9]=1. Given the reactants [N+:1]([C:4]1[CH:5]=[C:6]([C:12]2[O:13][C:14]3[CH:20]=[CH:19][C:18]([C:21]4[CH:26]=[CH:25][CH:24]=[CH:23][CH:22]=4)=[CH:17][C:15]=3[N:16]=2)[C:7]([O:10][CH3:11])=[CH:8][CH:9]=1)([O-])=O, predict the reaction product.